From a dataset of Forward reaction prediction with 1.9M reactions from USPTO patents (1976-2016). Predict the product of the given reaction. (1) Given the reactants F[C:2]1[CH:7]=[C:6]([F:8])[CH:5]=[C:4]([O:9][CH3:10])[C:3]=1[N+:11]([O-:13])=[O:12].[CH3:14][C:15]1[N:16]=[CH:17][NH:18][CH:19]=1.C(=O)([O-])[O-].[K+].[K+].O, predict the reaction product. The product is: [F:8][C:6]1[CH:5]=[C:4]([O:9][CH3:10])[C:3]([N+:11]([O-:13])=[O:12])=[C:2]([N:18]2[CH:19]=[C:15]([CH3:14])[N:16]=[CH:17]2)[CH:7]=1. (2) Given the reactants F[C:2]1[CH:3]=[CH:4][C:5]([O:18][CH3:19])=[C:6]([CH:8]([OH:17])[C:9]#[C:10][C:11]2[CH:16]=[CH:15][CH:14]=[CH:13][CH:12]=2)[CH:7]=1.[Br:20]C1C(OC)=C(C=CC=1)C=O, predict the reaction product. The product is: [Br:20][C:4]1[C:5]([O:18][CH3:19])=[C:6]([CH:8]([OH:17])[C:9]#[C:10][C:11]2[CH:16]=[CH:15][CH:14]=[CH:13][CH:12]=2)[CH:7]=[CH:2][CH:3]=1.